From a dataset of Kir2.1 potassium channel HTS with 301,493 compounds. Binary Classification. Given a drug SMILES string, predict its activity (active/inactive) in a high-throughput screening assay against a specified biological target. (1) The molecule is O=C(NCCCN1C(CCCC1)C)c1c(O)n2c(nc1=O)c(ccc2)C. The result is 0 (inactive). (2) The result is 0 (inactive). The molecule is S=C(N1CCCCC1)C(=O)NCCc1ccccc1. (3) The result is 0 (inactive). The molecule is s1cc(nc1NC(=O)CSCC(=O)Nc1sccn1)c1cc2OCOc2cc1. (4) The compound is S(CC(=O)c1c(n(c(c1)C)CCOC)C)c1nc2c(cc1)cccc2. The result is 0 (inactive).